From a dataset of Reaction yield outcomes from USPTO patents with 853,638 reactions. Predict the reaction yield, written as a fraction of the theoretical maximum amount of product (1.0 means a 100% yield; for example, 0.34 means a 34% yield). (1) The reactants are [CH3:1][C:2]1[C:7]([CH3:8])=[CH:6][CH:5]=[CH:4][C:3]=1[N:9]1[CH2:14][CH2:13][N:12]([CH2:15][CH2:16][NH2:17])[CH2:11][CH2:10]1.[C:18]1([N:24]2[C:28]([C:29]3[O:30][CH:31]=[CH:32][CH:33]=3)=[CH:27][C:26]([CH:34]=O)=[N:25]2)[CH:23]=[CH:22][CH:21]=[CH:20][CH:19]=1. No catalyst specified. The product is [CH3:1][C:2]1[C:7]([CH3:8])=[CH:6][CH:5]=[CH:4][C:3]=1[N:9]1[CH2:10][CH2:11][N:12]([CH2:15][CH2:16][NH:17][CH2:34][C:26]2[CH:27]=[C:28]([C:29]3[O:30][CH:31]=[CH:32][CH:33]=3)[N:24]([C:18]3[CH:23]=[CH:22][CH:21]=[CH:20][CH:19]=3)[N:25]=2)[CH2:13][CH2:14]1. The yield is 0.779. (2) The reactants are [OH-].[Na+].C[O:4][C:5](=[O:51])[C:6]1[CH:11]=[CH:10][C:9]([CH2:12][N:13]2[CH2:19][CH2:18][CH2:17][C@H:16]([N:20]([CH2:27][C:28]3[CH:33]=[C:32]([C:34]([F:37])([F:36])[F:35])[CH:31]=[C:30]([C:38]([F:41])([F:40])[F:39])[CH:29]=3)[C:21]3[N:22]=[N:23][N:24]([CH3:26])[N:25]=3)[C:15]3[CH:42]=[C:43]([CH3:50])[C:44]([C:46]([F:49])([F:48])[F:47])=[CH:45][C:14]2=3)=[CH:8][CH:7]=1.Cl. The catalyst is CO. The product is [F:36][C:34]([F:35])([F:37])[C:32]1[CH:33]=[C:28]([CH:29]=[C:30]([C:38]([F:41])([F:40])[F:39])[CH:31]=1)[CH2:27][N:20]([C:21]1[N:22]=[N:23][N:24]([CH3:26])[N:25]=1)[C@H:16]1[CH2:17][CH2:18][CH2:19][N:13]([CH2:12][C:9]2[CH:10]=[CH:11][C:6]([C:5]([OH:51])=[O:4])=[CH:7][CH:8]=2)[C:14]2[CH:45]=[C:44]([C:46]([F:47])([F:48])[F:49])[C:43]([CH3:50])=[CH:42][C:15]1=2. The yield is 0.900. (3) The reactants are [N:1]1([C:10]([O:12][C:13]([CH3:16])([CH3:15])[CH3:14])=[O:11])[C:5]2=[CH:6][N:7]=[CH:8][CH:9]=[C:4]2[CH:3]=[CH:2]1.[H][H]. The catalyst is CC(O)=O.C(OCC)(=O)C.O=[Pt]=O. The product is [N:1]1([C:10]([O:12][C:13]([CH3:16])([CH3:15])[CH3:14])=[O:11])[CH:5]2[CH2:6][NH:7][CH2:8][CH2:9][CH:4]2[CH2:3][CH2:2]1. The yield is 0.990. (4) The reactants are [N+:1]([C:4]1[CH:9]=[CH:8][C:7](=[S:10])[NH:6][C:5]=1[C:11]#[N:12])([O-:3])=[O:2].[F:13][C:14]1[CH:15]=[C:16]([CH:26]=[C:27]([F:29])[CH:28]=1)[CH2:17]C(Br)C1C=CC=CC=1.C([O-])([O-])=O.[K+].[K+]. The catalyst is CC(C)=O. The product is [F:13][C:14]1[CH:15]=[C:16]([CH:26]=[C:27]([F:29])[CH:28]=1)[CH2:17][S:10][C:7]1[N:6]=[C:5]([C:11]#[N:12])[C:4]([N+:1]([O-:3])=[O:2])=[CH:9][CH:8]=1. The yield is 0.980. (5) The reactants are [C:1]1(=[O:15])[C:14]2[C:5](=[N:6][CH:7]=[C:8]3[C:13]=2[CH:12]=[CH:11][CH:10]=[CH:9]3)[CH:4]=[CH:3][CH2:2]1.[Br:16]Br.O. The catalyst is C(O)(=O)C. The product is [Br:16][CH:2]1[CH:3]=[CH:4][C:5]2[C:14](=[C:13]3[C:8](=[CH:7][N:6]=2)[CH:9]=[CH:10][CH:11]=[CH:12]3)[C:1]1=[O:15]. The yield is 0.908. (6) The reactants are Cl.[Cl:2][C:3]1[C:8]([Cl:9])=[CH:7][CH:6]=[CH:5][C:4]=1[N:10]1[CH2:15][CH2:14][NH:13][CH2:12][CH2:11]1.[Br:16][C:17]1[CH:22]=[CH:21][CH:20]=[C:19]([CH2:23]Br)[CH:18]=1.C(N(CC)CC)C. The catalyst is CC#N.O. The product is [Br:16][C:17]1[CH:18]=[C:19]([CH:20]=[CH:21][CH:22]=1)[CH2:23][N:13]1[CH2:14][CH2:15][N:10]([C:4]2[CH:5]=[CH:6][CH:7]=[C:8]([Cl:9])[C:3]=2[Cl:2])[CH2:11][CH2:12]1. The yield is 0.740.